From a dataset of Peptide-MHC class I binding affinity with 185,985 pairs from IEDB/IMGT. Regression. Given a peptide amino acid sequence and an MHC pseudo amino acid sequence, predict their binding affinity value. This is MHC class I binding data. (1) The peptide sequence is NTPVSMTYL. The binding affinity (normalized) is 0.316. The MHC is HLA-A02:02 with pseudo-sequence HLA-A02:02. (2) The peptide sequence is YRYTYRCHR. The MHC is HLA-B40:01 with pseudo-sequence HLA-B40:01. The binding affinity (normalized) is 0.0847. (3) The peptide sequence is NLFEIEWEE. The MHC is HLA-A24:03 with pseudo-sequence HLA-A24:03. The binding affinity (normalized) is 0.0847. (4) The peptide sequence is ISELSRLRY. The MHC is HLA-A11:01 with pseudo-sequence HLA-A11:01. The binding affinity (normalized) is 0.142.